Dataset: Full USPTO retrosynthesis dataset with 1.9M reactions from patents (1976-2016). Task: Predict the reactants needed to synthesize the given product. Given the product [F:1][C:2]1[CH:3]=[C:4]2[C:5]([C:8](=[O:10])[CH:9]=[C:12]([C:13]([O:15][CH2:16][CH3:17])=[O:14])[O:11]2)=[CH:6][CH:7]=1, predict the reactants needed to synthesize it. The reactants are: [F:1][C:2]1[CH:7]=[CH:6][C:5]([C:8](=[O:10])[CH3:9])=[C:4]([OH:11])[CH:3]=1.[C:12](OCC)(=O)[C:13]([O:15][CH2:16][CH3:17])=[O:14].[O-]CC.[Na+].